The task is: Regression. Given two drug SMILES strings and cell line genomic features, predict the synergy score measuring deviation from expected non-interaction effect.. This data is from NCI-60 drug combinations with 297,098 pairs across 59 cell lines. (1) Drug 1: CC(CN1CC(=O)NC(=O)C1)N2CC(=O)NC(=O)C2. Drug 2: CC1=CC=C(C=C1)C2=CC(=NN2C3=CC=C(C=C3)S(=O)(=O)N)C(F)(F)F. Cell line: ACHN. Synergy scores: CSS=25.1, Synergy_ZIP=-9.67, Synergy_Bliss=-9.52, Synergy_Loewe=-9.81, Synergy_HSA=-7.55. (2) Drug 1: CCCCC(=O)OCC(=O)C1(CC(C2=C(C1)C(=C3C(=C2O)C(=O)C4=C(C3=O)C=CC=C4OC)O)OC5CC(C(C(O5)C)O)NC(=O)C(F)(F)F)O. Drug 2: CCCCCOC(=O)NC1=NC(=O)N(C=C1F)C2C(C(C(O2)C)O)O. Cell line: CCRF-CEM. Synergy scores: CSS=41.0, Synergy_ZIP=-1.48, Synergy_Bliss=-1.36, Synergy_Loewe=-30.1, Synergy_HSA=-0.369. (3) Drug 1: C1=CC=C(C=C1)NC(=O)CCCCCCC(=O)NO. Drug 2: C1CC(=O)NC(=O)C1N2C(=O)C3=CC=CC=C3C2=O. Cell line: SF-295. Synergy scores: CSS=-2.03, Synergy_ZIP=1.66, Synergy_Bliss=5.01, Synergy_Loewe=-6.84, Synergy_HSA=-1.59. (4) Drug 1: C1=CC(=CC=C1CCC2=CNC3=C2C(=O)NC(=N3)N)C(=O)NC(CCC(=O)O)C(=O)O. Drug 2: CC1CCCC2(C(O2)CC(NC(=O)CC(C(C(=O)C(C1O)C)(C)C)O)C(=CC3=CSC(=N3)C)C)C. Cell line: MDA-MB-435. Synergy scores: CSS=13.2, Synergy_ZIP=-1.37, Synergy_Bliss=1.55, Synergy_Loewe=-1.56, Synergy_HSA=0.0471. (5) Drug 1: CC(C1=C(C=CC(=C1Cl)F)Cl)OC2=C(N=CC(=C2)C3=CN(N=C3)C4CCNCC4)N. Drug 2: CCC1=CC2CC(C3=C(CN(C2)C1)C4=CC=CC=C4N3)(C5=C(C=C6C(=C5)C78CCN9C7C(C=CC9)(C(C(C8N6C)(C(=O)OC)O)OC(=O)C)CC)OC)C(=O)OC.C(C(C(=O)O)O)(C(=O)O)O. Cell line: HS 578T. Synergy scores: CSS=65.1, Synergy_ZIP=16.4, Synergy_Bliss=18.4, Synergy_Loewe=-8.89, Synergy_HSA=14.5. (6) Drug 1: C1CC(=O)NC(=O)C1N2CC3=C(C2=O)C=CC=C3N. Drug 2: C1CN1P(=S)(N2CC2)N3CC3. Cell line: RPMI-8226. Synergy scores: CSS=31.5, Synergy_ZIP=0.759, Synergy_Bliss=3.64, Synergy_Loewe=4.69, Synergy_HSA=9.80.